From a dataset of Full USPTO retrosynthesis dataset with 1.9M reactions from patents (1976-2016). Predict the reactants needed to synthesize the given product. (1) Given the product [N:9]([CH2:12][CH2:13][NH:8][CH2:1][C:2]1[CH:7]=[CH:6][CH:5]=[CH:4][CH:3]=1)=[N+:10]=[N-:11], predict the reactants needed to synthesize it. The reactants are: [CH2:1]([NH2:8])[C:2]1[CH:7]=[CH:6][CH:5]=[CH:4][CH:3]=1.[N:9]([CH2:12][CH2:13]OS(C1C=CC(C)=CC=1)(=O)=O)=[N+:10]=[N-:11]. (2) The reactants are: [CH3:1][O:2][C:3](=[O:22])[CH2:4][CH:5]([NH2:21])[C:6]1[CH:11]=[CH:10][C:9]([O:12][CH:13]([F:15])[F:14])=[C:8]([O:16][CH2:17][CH:18]2[CH2:20][CH2:19]2)[CH:7]=1.C(N(CC)CC)C.C([O:32][C:33](=O)[C:34]1[C:39]([N+:40]([O-:42])=[O:41])=[CH:38][CH:37]=[CH:36][C:35]=1[CH2:43]Br)C. Given the product [CH3:1][O:2][C:3](=[O:22])[CH2:4][CH:5]([C:6]1[CH:11]=[CH:10][C:9]([O:12][CH:13]([F:14])[F:15])=[C:8]([O:16][CH2:17][CH:18]2[CH2:19][CH2:20]2)[CH:7]=1)[N:21]1[CH2:43][C:35]2[C:34](=[C:39]([N+:40]([O-:42])=[O:41])[CH:38]=[CH:37][CH:36]=2)[C:33]1=[O:32], predict the reactants needed to synthesize it.